This data is from NCI-60 drug combinations with 297,098 pairs across 59 cell lines. The task is: Regression. Given two drug SMILES strings and cell line genomic features, predict the synergy score measuring deviation from expected non-interaction effect. (1) Drug 1: CC1C(C(=O)NC(C(=O)N2CCCC2C(=O)N(CC(=O)N(C(C(=O)O1)C(C)C)C)C)C(C)C)NC(=O)C3=C4C(=C(C=C3)C)OC5=C(C(=O)C(=C(C5=N4)C(=O)NC6C(OC(=O)C(N(C(=O)CN(C(=O)C7CCCN7C(=O)C(NC6=O)C(C)C)C)C)C(C)C)C)N)C. Drug 2: CN1C(=O)N2C=NC(=C2N=N1)C(=O)N. Cell line: TK-10. Synergy scores: CSS=1.53, Synergy_ZIP=0.582, Synergy_Bliss=2.10, Synergy_Loewe=-2.26, Synergy_HSA=-1.72. (2) Drug 1: CC(C1=C(C=CC(=C1Cl)F)Cl)OC2=C(N=CC(=C2)C3=CN(N=C3)C4CCNCC4)N. Drug 2: C1CN(CCN1C(=O)CCBr)C(=O)CCBr. Cell line: SF-268. Synergy scores: CSS=19.4, Synergy_ZIP=-7.63, Synergy_Bliss=-0.00325, Synergy_Loewe=-3.23, Synergy_HSA=-1.97. (3) Drug 1: CCC1=CC2CC(C3=C(CN(C2)C1)C4=CC=CC=C4N3)(C5=C(C=C6C(=C5)C78CCN9C7C(C=CC9)(C(C(C8N6C)(C(=O)OC)O)OC(=O)C)CC)OC)C(=O)OC.C(C(C(=O)O)O)(C(=O)O)O. Drug 2: C1=CN(C(=O)N=C1N)C2C(C(C(O2)CO)O)O.Cl. Cell line: KM12. Synergy scores: CSS=41.5, Synergy_ZIP=-7.11, Synergy_Bliss=-9.05, Synergy_Loewe=-12.1, Synergy_HSA=-6.09. (4) Drug 1: C1=NC2=C(N1)C(=S)N=C(N2)N. Drug 2: CC1=C(C(=O)C2=C(C1=O)N3CC4C(C3(C2COC(=O)N)OC)N4)N. Cell line: NCI-H460. Synergy scores: CSS=55.9, Synergy_ZIP=-6.57, Synergy_Bliss=-10.9, Synergy_Loewe=-12.1, Synergy_HSA=-6.45. (5) Drug 1: CC12CCC(CC1=CCC3C2CCC4(C3CC=C4C5=CN=CC=C5)C)O. Drug 2: CC1C(C(CC(O1)OC2CC(CC3=C2C(=C4C(=C3O)C(=O)C5=C(C4=O)C(=CC=C5)OC)O)(C(=O)CO)O)N)O.Cl. Cell line: SR. Synergy scores: CSS=43.2, Synergy_ZIP=-6.51, Synergy_Bliss=-8.84, Synergy_Loewe=-9.16, Synergy_HSA=-4.08.